This data is from Catalyst prediction with 721,799 reactions and 888 catalyst types from USPTO. The task is: Predict which catalyst facilitates the given reaction. (1) Reactant: Cl[CH2:2][C:3]1[C:8](=[O:9])[CH:7]=[CH:6][N:5]([C:10]2[CH:11]=[N:12][N:13]([CH3:15])[CH:14]=2)[N:4]=1.C(=O)([O-])[O-].[K+].[K+].[OH:22][C:23]1[CH:24]=[C:25]2[C:30](=[CH:31][CH:32]=1)[N:29]=[CH:28][CH:27]=[CH:26]2.O. Product: [CH3:15][N:13]1[CH:14]=[C:10]([N:5]2[CH:6]=[CH:7][C:8](=[O:9])[C:3]([CH2:2][O:22][C:23]3[CH:24]=[C:25]4[C:30](=[CH:31][CH:32]=3)[N:29]=[CH:28][CH:27]=[CH:26]4)=[N:4]2)[CH:11]=[N:12]1. The catalyst class is: 3. (2) Reactant: [OH:1][C:2]1[CH:12]=[CH:11][C:5]([C:6]([O:8][CH2:9][CH3:10])=[O:7])=[CH:4][CH:3]=1.I[CH2:14][CH2:15][CH2:16][C:17]([F:20])([F:19])[F:18].C([O-])([O-])=O.[K+].[K+]. Product: [F:18][C:17]([F:20])([F:19])[CH2:16][CH2:15][CH2:14][O:1][C:2]1[CH:3]=[CH:4][C:5]([C:6]([O:8][CH2:9][CH3:10])=[O:7])=[CH:11][CH:12]=1. The catalyst class is: 311.